The task is: Predict which catalyst facilitates the given reaction.. This data is from Catalyst prediction with 721,799 reactions and 888 catalyst types from USPTO. (1) Product: [F:22][C:13]1[C:12]([N:11]2[C:6]3[CH:7]=[CH:8][CH:9]=[CH:10][C:5]=3[N:4]=[C:1]2[CH3:2])=[CH:21][CH:20]=[CH:19][C:14]=1[C:15]([O:17][CH3:18])=[O:16]. Reactant: [C:1]([NH:4][C:5]1[CH:10]=[CH:9][CH:8]=[CH:7][C:6]=1[NH:11][C:12]1[C:13]([F:22])=[C:14]([CH:19]=[CH:20][CH:21]=1)[C:15]([O:17][CH3:18])=[O:16])(=O)[CH3:2]. The catalyst class is: 15. (2) Reactant: [C:1]([C:3]1[CH:4]=[CH:5][C:6]([O:27][CH2:28][C:29]2[CH:34]=[CH:33][CH:32]=[CH:31][CH:30]=2)=[C:7]([CH2:9][C:10]([NH:12][C:13]2[CH:18]=[CH:17][C:16]([C:19]([O:21]C(C)(C)C)=[O:20])=[C:15]([CH3:26])[CH:14]=2)=[O:11])[CH:8]=1)#[N:2].FC(F)(F)C(O)=O. Product: [C:1]([C:3]1[CH:4]=[CH:5][C:6]([O:27][CH2:28][C:29]2[CH:34]=[CH:33][CH:32]=[CH:31][CH:30]=2)=[C:7]([CH2:9][C:10]([NH:12][C:13]2[CH:18]=[CH:17][C:16]([C:19]([OH:21])=[O:20])=[C:15]([CH3:26])[CH:14]=2)=[O:11])[CH:8]=1)#[N:2]. The catalyst class is: 4. (3) Reactant: [CH3:1][O:2][C:3]1[CH:11]=[C:10]([S:12][CH3:13])[CH:9]=[CH:8][C:4]=1[C:5](O)=[O:6].C(=O)([O-])[O-].[K+].[K+].C(OCC)(=O)C. Product: [CH3:1][O:2][C:3]1[CH:11]=[C:10]([S:12][CH3:13])[CH:9]=[CH:8][C:4]=1[CH2:5][OH:6]. The catalyst class is: 20. (4) Reactant: Cl.Cl[C:3]1[CH:8]=[CH:7][NH:6][C:5](=[O:9])[C:4]=1[C:10]1[NH:21][C:20]2[CH:19]=[C:18]3[C:14]([CH:15]=[N:16][NH:17]3)=[CH:13][C:12]=2[N:11]=1.Cl.[NH2:23][CH2:24][C@H:25]([C:27]1[CH:32]=[CH:31][CH:30]=[C:29]([Cl:33])[CH:28]=1)[OH:26].CN1CCOCC1. Product: [Cl:33][C:29]1[CH:28]=[C:27]([C@H:25]([OH:26])[CH2:24][NH:23][C:3]2[CH:8]=[CH:7][NH:6][C:5](=[O:9])[C:4]=2[C:10]2[NH:21][C:20]3[CH:19]=[C:18]4[C:14]([CH:15]=[N:16][NH:17]4)=[CH:13][C:12]=3[N:11]=2)[CH:32]=[CH:31][CH:30]=1. The catalyst class is: 10. (5) Reactant: [Cl:1][C:2]1[C:7]([NH:8][S:9]([CH2:12][Cl:13])(=[O:11])=[O:10])=[CH:6][C:5]([NH:14][C:15]([N:17]2[CH2:21][C@H:20]([OH:22])[CH2:19][C@@H:18]2[C:23](O)=[O:24])=[O:16])=[C:4]([F:26])[CH:3]=1.S(=O)(=O)(O)O. Product: [Cl:13][CH2:12][S:9]([NH:8][C:7]1[CH:6]=[C:5]([N:14]2[C:23](=[O:24])[C@H:18]3[CH2:19][C@@H:20]([OH:22])[CH2:21][N:17]3[C:15]2=[O:16])[C:4]([F:26])=[CH:3][C:2]=1[Cl:1])(=[O:11])=[O:10]. The catalyst class is: 824.